The task is: Regression. Given a peptide amino acid sequence and an MHC pseudo amino acid sequence, predict their binding affinity value. This is MHC class II binding data.. This data is from Peptide-MHC class II binding affinity with 134,281 pairs from IEDB. (1) The peptide sequence is LMLLALIAVLTGGVM. The MHC is DRB1_0802 with pseudo-sequence DRB1_0802. The binding affinity (normalized) is 0.562. (2) The peptide sequence is AGSLQGQWRGAAGTA. The MHC is DRB4_0101 with pseudo-sequence DRB4_0103. The binding affinity (normalized) is 0.366. (3) The peptide sequence is GSDPKKLVLNIKYTR. The MHC is HLA-DQA10104-DQB10503 with pseudo-sequence HLA-DQA10104-DQB10503. The binding affinity (normalized) is 0. (4) The peptide sequence is YKYVKQNTLKLATHHHHHH. The MHC is DRB5_0101 with pseudo-sequence DRB5_0101. The binding affinity (normalized) is 0.738. (5) The peptide sequence is LVKYVNGDGDVVAVDIKEKG. The MHC is DRB1_0701 with pseudo-sequence DRB1_0701. The binding affinity (normalized) is 0.481. (6) The peptide sequence is EKKYFAATQFGPLAA. The MHC is HLA-DQA10501-DQB10201 with pseudo-sequence HLA-DQA10501-DQB10201. The binding affinity (normalized) is 0.307. (7) The MHC is DRB1_0301 with pseudo-sequence DRB1_0301. The peptide sequence is KRTYSDRGWGNGCGL. The binding affinity (normalized) is 0.